The task is: Predict the product of the given reaction.. This data is from Forward reaction prediction with 1.9M reactions from USPTO patents (1976-2016). (1) Given the reactants [Cl:1][C:2]1[C:7]([Cl:8])=[CH:6][C:5]([CH2:9][OH:10])=[CH:4][C:3]=1[O:11][CH3:12].CCOC(C)=O.CCCCCC, predict the reaction product. The product is: [Cl:1][C:2]1[C:7]([Cl:8])=[CH:6][C:5]([CH:9]=[O:10])=[CH:4][C:3]=1[O:11][CH3:12]. (2) Given the reactants C([N:8]1[CH2:12][CH2:11][C@@H:10]([N:13]2[CH2:18][CH2:17][S:16](=[O:20])(=[O:19])[CH2:15][CH2:14]2)[CH2:9]1)C1C=CC=CC=1.Cl.N#N, predict the reaction product. The product is: [NH:8]1[CH2:12][CH2:11][C@@H:10]([N:13]2[CH2:14][CH2:15][S:16](=[O:20])(=[O:19])[CH2:17][CH2:18]2)[CH2:9]1.